Dataset: Peptide-MHC class II binding affinity with 134,281 pairs from IEDB. Task: Regression. Given a peptide amino acid sequence and an MHC pseudo amino acid sequence, predict their binding affinity value. This is MHC class II binding data. (1) The peptide sequence is GCIHMARSLANEWRD. The MHC is HLA-DQA10104-DQB10503 with pseudo-sequence HLA-DQA10104-DQB10503. The binding affinity (normalized) is 0.402. (2) The peptide sequence is GLRSLTTLLRALGAQ. The MHC is DRB1_0802 with pseudo-sequence DRB1_0802. The binding affinity (normalized) is 0.756. (3) The MHC is DRB1_0101 with pseudo-sequence DRB1_0101. The binding affinity (normalized) is 0.258. The peptide sequence is MLGSNTMQRVVFVVLLLL. (4) The peptide sequence is WMTTEDMLEVWNRVW. The MHC is HLA-DQA10601-DQB10402 with pseudo-sequence HLA-DQA10601-DQB10402. The binding affinity (normalized) is 0. (5) The peptide sequence is GSFVRTVSLPVGADE. The MHC is DRB1_1501 with pseudo-sequence DRB1_1501. The binding affinity (normalized) is 0.634. (6) The peptide sequence is FKVAATAAATAPADDKFTVF. The MHC is DRB1_0901 with pseudo-sequence DRB1_0901. The binding affinity (normalized) is 0.619. (7) The peptide sequence is NKHNRLYMEARPLEE. The MHC is HLA-DQA10401-DQB10402 with pseudo-sequence HLA-DQA10401-DQB10402. The binding affinity (normalized) is 0.307.